This data is from Catalyst prediction with 721,799 reactions and 888 catalyst types from USPTO. The task is: Predict which catalyst facilitates the given reaction. (1) Reactant: [O-:1][CH2:2][CH3:3].[Na+].F[C:6]1[C:11]([CH3:12])=[C:10]([I:13])[C:9]([CH3:14])=[CH:8][N:7]=1.CC(OC)(C)C.O. The catalyst class is: 353. Product: [CH2:2]([O:1][C:6]1[C:11]([CH3:12])=[C:10]([I:13])[C:9]([CH3:14])=[CH:8][N:7]=1)[CH3:3]. (2) Reactant: [CH:1]12[CH2:6][CH:5]1[CH2:4][N:3]([C:7]1[N:12]=[C:11]([NH:13][CH2:14][C:15]3[CH:20]=[CH:19][C:18]([O:21][CH3:22])=[C:17]([Cl:23])[CH:16]=3)[C:10]([C:24]([OH:26])=O)=[CH:9][N:8]=1)[CH2:2]2.[N:27]1[CH:32]=[CH:31][CH:30]=[CH:29][C:28]=1[CH2:33][NH2:34].C(N(CC)CC)C.CN(C(ON1N=NC2C=CC=NC1=2)=[N+](C)C)C.F[P-](F)(F)(F)(F)F. Product: [CH:1]12[CH2:6][CH:5]1[CH2:4][N:3]([C:7]1[N:12]=[C:11]([NH:13][CH2:14][C:15]3[CH:20]=[CH:19][C:18]([O:21][CH3:22])=[C:17]([Cl:23])[CH:16]=3)[C:10]([C:24]([NH:34][CH2:33][C:28]3[CH:29]=[CH:30][CH:31]=[CH:32][N:27]=3)=[O:26])=[CH:9][N:8]=1)[CH2:2]2. The catalyst class is: 1.